Dataset: Forward reaction prediction with 1.9M reactions from USPTO patents (1976-2016). Task: Predict the product of the given reaction. (1) Given the reactants [ClH:1].O1CCOCC1.[F:8][C:9]([F:40])([F:39])[C:10]1[CH:11]=[CH:12][C:13]([O:16][C:17]2[CH:18]=[C:19]([CH:23]3[CH2:26][C:25]4([CH2:31][CH2:30][N:29](C(OC(C)(C)C)=O)[CH2:28][CH2:27]4)[CH2:24]3)[CH:20]=[CH:21][CH:22]=2)=[N:14][CH:15]=1, predict the reaction product. The product is: [ClH:1].[F:40][C:9]([F:8])([F:39])[C:10]1[CH:11]=[CH:12][C:13]([O:16][C:17]2[CH:18]=[C:19]([CH:23]3[CH2:26][C:25]4([CH2:27][CH2:28][NH:29][CH2:30][CH2:31]4)[CH2:24]3)[CH:20]=[CH:21][CH:22]=2)=[N:14][CH:15]=1. (2) Given the reactants [OH:1][C:2]1[C:3]([C:18]([NH:20][CH2:21][C:22]([O:24]CC)=[O:23])=[O:19])=[C:4]2[C:9](=[CH:10][C:11]=1[C:12]1[N:17]=[CH:16][CH:15]=[CH:14][N:13]=1)[N:8]=[CH:7][CH:6]=[N:5]2.[OH-].[Na+], predict the reaction product. The product is: [OH:1][C:2]1[C:3]([C:18]([NH:20][CH2:21][C:22]([OH:24])=[O:23])=[O:19])=[C:4]2[C:9](=[CH:10][C:11]=1[C:12]1[N:17]=[CH:16][CH:15]=[CH:14][N:13]=1)[N:8]=[CH:7][CH:6]=[N:5]2.